Dataset: Full USPTO retrosynthesis dataset with 1.9M reactions from patents (1976-2016). Task: Predict the reactants needed to synthesize the given product. (1) Given the product [CH3:1][O:2][C:3](=[O:46])[CH2:4][C@H:5]([OH:6])[CH2:10][C@H:9]([OH:8])[CH2:11][CH2:12][C:13]1[N:14]([CH:41]([CH3:43])[CH3:42])[C:15]([C:31](=[O:40])[NH:32][CH2:33][C:34]2[CH:35]=[CH:36][CH:37]=[CH:38][CH:39]=2)=[C:16]([C:25]2[CH:30]=[CH:29][CH:28]=[CH:27][CH:26]=2)[C:17]=1[C:18]1[CH:23]=[CH:22][C:21]([F:24])=[CH:20][CH:19]=1, predict the reactants needed to synthesize it. The reactants are: [CH3:1][O:2][C:3](=[O:46])[CH2:4][C@H:5]1[CH2:10][C@@H:9]([CH2:11][CH2:12][C:13]2[N:14]([CH:41]([CH3:43])[CH3:42])[C:15]([C:31](=[O:40])[NH:32][CH2:33][C:34]3[CH:39]=[CH:38][CH:37]=[CH:36][CH:35]=3)=[C:16]([C:25]3[CH:30]=[CH:29][CH:28]=[CH:27][CH:26]=3)[C:17]=2[C:18]2[CH:23]=[CH:22][C:21]([F:24])=[CH:20][CH:19]=2)[O:8]C(C)(C)[O:6]1.Cl. (2) Given the product [Br-:1].[F:35][C:31]1[CH:30]=[C:29]([CH:21]([C:22]2[CH:27]=[CH:26][CH:25]=[C:24]([F:28])[CH:23]=2)[O:20][C:19]([NH:18][C@@H:12]2[CH:13]3[CH2:14][CH2:15][N+:10]([CH2:2][C:3](=[O:4])[C:5]4[CH:9]=[CH:8][S:7][CH:6]=4)([CH2:17][CH2:16]3)[CH2:11]2)=[O:36])[CH:34]=[CH:33][CH:32]=1, predict the reactants needed to synthesize it. The reactants are: [Br:1][CH2:2][C:3]([C:5]1[CH:9]=[CH:8][S:7][CH:6]=1)=[O:4].[N:10]12[CH2:17][CH2:16][CH:13]([CH2:14][CH2:15]1)[C@@H:12]([NH:18][C:19](=[O:36])[O:20][CH:21]([C:29]1[CH:34]=[CH:33][CH:32]=[C:31]([F:35])[CH:30]=1)[C:22]1[CH:27]=[CH:26][CH:25]=[C:24]([F:28])[CH:23]=1)[CH2:11]2.CCOCC. (3) The reactants are: [BrH:1].[C:2]([C:6]1[CH:12]=[CH:11][CH:10]=[CH:9][C:7]=1N)([CH3:5])([CH3:4])[CH3:3].N([O-])=O.[Na+].O.O.O.O.O.O.O.O.O.O.C(=O)([O-])[O-].[Na+].[Na+]. Given the product [Br:1][C:7]1[CH:9]=[CH:10][CH:11]=[CH:12][C:6]=1[C:2]([CH3:5])([CH3:4])[CH3:3], predict the reactants needed to synthesize it. (4) Given the product [Cl:1][CH2:2][CH2:3][CH2:4][S:5]([O:8][CH2:9][C:10]([CH3:24])([CH3:23])[C@@H:11]([O:15][CH2:16][C:17]1[CH:22]=[CH:21][CH:20]=[CH:19][CH:18]=1)[C:12]([O:14][CH2:31][CH:32]([CH3:35])[CH3:33])=[O:13])(=[O:6])=[O:7], predict the reactants needed to synthesize it. The reactants are: [Cl:1][CH2:2][CH2:3][CH2:4][S:5]([O:8][CH2:9][C:10]([CH3:24])([CH3:23])[C@@H:11]([O:15][CH2:16][C:17]1[CH:22]=[CH:21][CH:20]=[CH:19][CH:18]=1)[C:12]([OH:14])=[O:13])(=[O:7])=[O:6].C(Cl)(=O)C(Cl)=O.[CH3:31][CH:32]([CH3:35])[CH2:33]O.N1C=CC=CC=1. (5) Given the product [Cl:39][C:40]1[CH:45]=[C:44]2[C:43](=[CH:42][CH:41]=1)[O:3][C:4]1([CH2:5][CH2:6][CH2:7]1)[CH2:9][CH:10]2[NH:12][C:25](=[O:27])[CH2:24][CH:14]1[C:23]2[C:18](=[CH:19][CH:20]=[CH:21][CH:22]=2)[CH2:17][CH2:16][CH2:15]1, predict the reactants needed to synthesize it. The reactants are: CC1(C)C[CH:10]([NH2:12])[C:9]2[C:4](=[CH:5][CH:6]=[CH:7]C=2)[O:3]1.[C:14]1([CH2:24][C:25]([OH:27])=O)[C:23]2[CH2:22][CH2:21][CH2:20][CH2:19][C:18]=2[CH:17]=[CH:16][CH:15]=1.CCN=C=NCCCN(C)C.[ClH:39].[CH:40]1[CH:41]=[CH:42][C:43]2N(O)N=N[C:44]=2[CH:45]=1.C(N(CC)CC)C. (6) Given the product [CH2:1]([S:3][CH2:4][C:5]([C:8]1[NH:9][C:10]2[C:15]([CH:16]=1)=[CH:14][C:13]([C:17]#[N:18])=[C:12]([C:19]([F:21])([F:20])[F:22])[CH:11]=2)([OH:7])[CH3:6])[CH3:2], predict the reactants needed to synthesize it. The reactants are: [CH2:1]([S:3][CH2:4][C:5]([C:8]1[N:9](S(C)(=O)=O)[C:10]2[C:15]([CH:16]=1)=[CH:14][C:13]([C:17]#[N:18])=[C:12]([C:19]([F:22])([F:21])[F:20])[CH:11]=2)([OH:7])[CH3:6])[CH3:2].[OH-].[Na+].